Dataset: TCR-epitope binding with 47,182 pairs between 192 epitopes and 23,139 TCRs. Task: Binary Classification. Given a T-cell receptor sequence (or CDR3 region) and an epitope sequence, predict whether binding occurs between them. (1) The epitope is TPINLVRDL. The TCR CDR3 sequence is CASSLGMGQPQHF. Result: 0 (the TCR does not bind to the epitope). (2) The epitope is LPPAYTNSF. The TCR CDR3 sequence is CASSSGTVNTGELFF. Result: 0 (the TCR does not bind to the epitope). (3) Result: 0 (the TCR does not bind to the epitope). The epitope is LLQTGIHVRVSQPSL. The TCR CDR3 sequence is CASSPGTLYGYTF. (4) The epitope is RLDKVEAEV. The TCR CDR3 sequence is CASSQQGWGTDTQYF. Result: 1 (the TCR binds to the epitope). (5) The epitope is TPGPGVRYPL. The TCR CDR3 sequence is CASSLGSSGANEQYF. Result: 0 (the TCR does not bind to the epitope).